Regression. Given two drug SMILES strings and cell line genomic features, predict the synergy score measuring deviation from expected non-interaction effect. From a dataset of NCI-60 drug combinations with 297,098 pairs across 59 cell lines. (1) Drug 2: CN1C(=O)N2C=NC(=C2N=N1)C(=O)N. Synergy scores: CSS=16.6, Synergy_ZIP=-6.87, Synergy_Bliss=0.753, Synergy_Loewe=-23.9, Synergy_HSA=-0.757. Cell line: SK-OV-3. Drug 1: COC1=CC(=CC(=C1O)OC)C2C3C(COC3=O)C(C4=CC5=C(C=C24)OCO5)OC6C(C(C7C(O6)COC(O7)C8=CC=CS8)O)O. (2) Drug 1: C1CN1C2=NC(=NC(=N2)N3CC3)N4CC4. Drug 2: B(C(CC(C)C)NC(=O)C(CC1=CC=CC=C1)NC(=O)C2=NC=CN=C2)(O)O. Cell line: EKVX. Synergy scores: CSS=43.0, Synergy_ZIP=-1.98, Synergy_Bliss=0.452, Synergy_Loewe=0.812, Synergy_HSA=1.01. (3) Drug 1: C1CCC(CC1)NC(=O)N(CCCl)N=O. Drug 2: C1CC(C1)(C(=O)O)C(=O)O.[NH2-].[NH2-].[Pt+2]. Cell line: PC-3. Synergy scores: CSS=21.7, Synergy_ZIP=-9.26, Synergy_Bliss=-1.63, Synergy_Loewe=-0.392, Synergy_HSA=0.476. (4) Drug 1: CC1OCC2C(O1)C(C(C(O2)OC3C4COC(=O)C4C(C5=CC6=C(C=C35)OCO6)C7=CC(=C(C(=C7)OC)O)OC)O)O. Drug 2: CN1C(=O)N2C=NC(=C2N=N1)C(=O)N. Cell line: EKVX. Synergy scores: CSS=17.7, Synergy_ZIP=-6.36, Synergy_Bliss=3.11, Synergy_Loewe=-18.3, Synergy_HSA=-0.700. (5) Drug 1: CN(CC1=CN=C2C(=N1)C(=NC(=N2)N)N)C3=CC=C(C=C3)C(=O)NC(CCC(=O)O)C(=O)O. Drug 2: C1CCC(C(C1)N)N.C(=O)(C(=O)[O-])[O-].[Pt+4]. Cell line: HS 578T. Synergy scores: CSS=16.4, Synergy_ZIP=-6.02, Synergy_Bliss=-3.99, Synergy_Loewe=1.06, Synergy_HSA=1.35. (6) Drug 1: C1CCN(CC1)CCOC2=CC=C(C=C2)C(=O)C3=C(SC4=C3C=CC(=C4)O)C5=CC=C(C=C5)O. Drug 2: C1CC(C1)(C(=O)O)C(=O)O.[NH2-].[NH2-].[Pt+2]. Cell line: SN12C. Synergy scores: CSS=17.5, Synergy_ZIP=-6.75, Synergy_Bliss=1.07, Synergy_Loewe=1.16, Synergy_HSA=0.555. (7) Drug 1: C1=CN(C(=O)N=C1N)C2C(C(C(O2)CO)O)O.Cl. Drug 2: CCC1(C2=C(COC1=O)C(=O)N3CC4=CC5=C(C=CC(=C5CN(C)C)O)N=C4C3=C2)O.Cl. Cell line: ACHN. Synergy scores: CSS=50.3, Synergy_ZIP=-0.524, Synergy_Bliss=0.896, Synergy_Loewe=-1.71, Synergy_HSA=3.48.